This data is from Forward reaction prediction with 1.9M reactions from USPTO patents (1976-2016). The task is: Predict the product of the given reaction. (1) Given the reactants B(F)(F)F.[OH:5][C:6]1[CH:15]=[C:14]2[C:9]([C:10](=[O:22])[C:11]([C:16]3[CH:21]=[CH:20][CH:19]=[CH:18][CH:17]=3)=[CH:12][O:13]2)=[CH:8][CH:7]=1.C(C(C1C=[CH:36][C:35]([OH:38])=CC=1O)=O)C1C=CC=CC=1.C1([C:46](CC2C=CC=CC=2)=[O:47])C=CC=CC=1, predict the reaction product. The product is: [OH:5][C:6]1[CH:15]=[C:14]2[C:9]([C:10](=[O:22])[C:11]([C:16]3[CH:21]=[CH:20][CH:19]=[CH:18][CH:17]=3)=[C:12]([C:46]([O:38][CH2:35][CH3:36])=[O:47])[O:13]2)=[CH:8][CH:7]=1. (2) The product is: [Cl:21][C:22]1[CH:23]=[CH:24][C:25]([CH3:29])=[C:26]([O:28][C:2]2[CH:7]=[CH:6][C:5]([N+:8]([O-:10])=[O:9])=[CH:4][C:3]=2[CH3:11])[CH:27]=1. Given the reactants I[C:2]1[CH:7]=[CH:6][C:5]([N+:8]([O-:10])=[O:9])=[CH:4][C:3]=1[CH3:11].BrC1C=CC(F)=CC=1C.[Cl:21][C:22]1[CH:23]=[CH:24][C:25]([CH3:29])=[C:26]([OH:28])[CH:27]=1, predict the reaction product. (3) Given the reactants N([O-])=O.[Na+].CC(O[Na])=[O:7].[F:10][C:11]([F:29])([O:14][C:15]([F:28])([F:27])[C:16]([F:26])([F:25])[C:17]([F:24])([F:23])[O:18][C:19]([F:22])([F:21])[F:20])[CH2:12][OH:13], predict the reaction product. The product is: [F:10][C:11]([F:29])([O:14][C:15]([F:27])([F:28])[C:16]([F:25])([F:26])[C:17]([F:23])([F:24])[O:18][C:19]([F:20])([F:21])[F:22])[C:12]([OH:7])=[O:13]. (4) Given the reactants [CH3:1][O:2][C:3]1[CH:8]=[CH:7][C:6]([C:9]2[CH:14]=[CH:13][C:12]([S:15]([NH:18][CH:19]([CH:23]3[CH2:28][CH2:27][NH:26][CH2:25][CH2:24]3)[C:20]([OH:22])=[O:21])(=[O:17])=[O:16])=[CH:11][CH:10]=2)=[CH:5][CH:4]=1.O1CCOCC1.O.[N:36]1([C:42](Cl)=[O:43])[CH2:41][CH2:40][O:39][CH2:38][CH2:37]1, predict the reaction product. The product is: [CH3:1][O:2][C:3]1[CH:4]=[CH:5][C:6]([C:9]2[CH:10]=[CH:11][C:12]([S:15]([NH:18][CH:19]([CH:23]3[CH2:24][CH2:25][N:26]([C:42]([N:36]4[CH2:41][CH2:40][O:39][CH2:38][CH2:37]4)=[O:43])[CH2:27][CH2:28]3)[C:20]([OH:22])=[O:21])(=[O:17])=[O:16])=[CH:13][CH:14]=2)=[CH:7][CH:8]=1.